This data is from Forward reaction prediction with 1.9M reactions from USPTO patents (1976-2016). The task is: Predict the product of the given reaction. Given the reactants [CH3:1][NH:2][C:3]1[C:4]([NH2:13])=[N:5][C:6]([C:9]([F:12])([F:11])[F:10])=[CH:7][CH:8]=1.[CH2:14]([S:16][C:17]1[CH:25]=[CH:24][CH:23]=[CH:22][C:18]=1[C:19](O)=O)[CH3:15].CCN=C=NCCCN(C)C.N1C=CC=CC=1, predict the reaction product. The product is: [CH2:14]([S:16][C:17]1[CH:25]=[CH:24][CH:23]=[CH:22][C:18]=1[C:19]1[N:2]([CH3:1])[C:3]2[C:4]([N:13]=1)=[N:5][C:6]([C:9]([F:12])([F:10])[F:11])=[CH:7][CH:8]=2)[CH3:15].